From a dataset of Reaction yield outcomes from USPTO patents with 853,638 reactions. Predict the reaction yield, written as a fraction of the theoretical maximum amount of product (1.0 means a 100% yield; for example, 0.34 means a 34% yield). (1) The reactants are [CH2:1]([O:3][C:4](=[O:29])[CH2:5][CH2:6][CH2:7][O:8][C:9]1[CH:14]=[CH:13][CH:12]=[C:11]([CH2:15][CH2:16][CH2:17][CH2:18][CH2:19][CH:20]=O)[C:10]=1[CH2:22][CH2:23][C:24]([O:26][CH2:27]C)=[O:25])C.[C:30](=O)([O-])[O-].[K+].[K+].C/C(/[O-])=C(/P(OC)(OC)=O)\[N+]#N. The catalyst is CO. The product is [CH3:1][O:3][C:4](=[O:29])[CH2:5][CH2:6][CH2:7][O:8][C:9]1[CH:14]=[CH:13][CH:12]=[C:11]([CH2:15][CH2:16][CH2:17][CH2:18][CH2:19][C:20]#[CH:30])[C:10]=1[CH2:22][CH2:23][C:24]([O:26][CH3:27])=[O:25]. The yield is 0.710. (2) The reactants are Cl.[NH2:2][CH2:3][CH2:4][C:5]1[CH:12]=[CH:11][C:9]([OH:10])=[C:7]([OH:8])[CH:6]=1.CCN([CH:19]([CH3:21])[CH3:20])C(C)C.[C:22]([O-:25])(O)=O.[Na+].S([O-])([O-])=O.[Na+].[Na+]. The catalyst is CN(C=O)C.C(OCC)(=O)C. The product is [C:22]([NH:2][CH2:3][CH2:4][C:5]1[CH:12]=[CH:11][C:9]([OH:10])=[C:7]([OH:8])[CH:6]=1)(=[O:25])[CH2:3][CH2:4][CH2:5][CH2:6][CH2:21][CH2:19][CH3:20]. The yield is 0.580. (3) The reactants are [CH3:1][O:2][C:3]1[CH:8]=[CH:7][C:6]([C:9]2([C:12]([OH:14])=[O:13])[CH2:11][CH2:10]2)=[CH:5][CH:4]=1.O.[C:16]1(C)C=CC(S(O)(=O)=O)=CC=1. The catalyst is CO. The product is [CH3:16][O:13][C:12]([C:9]1([C:6]2[CH:5]=[CH:4][C:3]([O:2][CH3:1])=[CH:8][CH:7]=2)[CH2:10][CH2:11]1)=[O:14]. The yield is 0.990. (4) The reactants are [Cl:1][C:2]1[CH:7]=[CH:6][C:5]([C:8]2[S:35][C:11]3[C:12](=[O:34])[N:13]([C:16]4[CH:21]=[CH:20][C:19]([N:22]5[CH2:26][CH2:25][C@@H:24](OS(C)(=O)=O)[CH2:23]5)=[C:18]([O:32][CH3:33])[CH:17]=4)[CH:14]=[CH:15][C:10]=3[CH:9]=2)=[CH:4][CH:3]=1.[CH3:36][NH:37][CH3:38]. The catalyst is C1COCC1.CCOC(C)=O. The yield is 0.640. The product is [Cl:1][C:2]1[CH:3]=[CH:4][C:5]([C:8]2[S:35][C:11]3[C:12](=[O:34])[N:13]([C:16]4[CH:21]=[CH:20][C:19]([N:22]5[CH2:26][CH2:25][C@H:24]([N:37]([CH3:38])[CH3:36])[CH2:23]5)=[C:18]([O:32][CH3:33])[CH:17]=4)[CH:14]=[CH:15][C:10]=3[CH:9]=2)=[CH:6][CH:7]=1. (5) The reactants are [C:1]12([CH2:11][CH2:12][NH:13][CH2:14][CH2:15][CH2:16][NH:17][CH2:18][CH2:19][CH2:20][C:21]3[CH:26]=[CH:25][N:24]=[CH:23][CH:22]=3)[CH2:10][CH:5]3[CH2:6][CH:7]([CH2:9][CH:3]([CH2:4]3)[CH2:2]1)[CH2:8]2.[C:27](N1C=CN=C1)(N1C=CN=C1)=[O:28]. The catalyst is C(Cl)Cl. The product is [C:1]12([CH2:11][CH2:12][N:13]3[CH2:14][CH2:15][CH2:16][N:17]([CH2:18][CH2:19][CH2:20][C:21]4[CH:22]=[CH:23][N:24]=[CH:25][CH:26]=4)[C:27]3=[O:28])[CH2:2][CH:3]3[CH2:4][CH:5]([CH2:6][CH:7]([CH2:9]3)[CH2:8]1)[CH2:10]2. The yield is 0.0940. (6) The reactants are [CH3:1][O:2][C:3]([CH3:5])=[CH2:4].N1C=CC=CC=1.[F:12][C:13]([F:24])([F:23])[C:14](O[C:14](=[O:15])[C:13]([F:24])([F:23])[F:12])=[O:15]. The catalyst is ClCCl. The product is [CH3:1][O:2][C:3]([CH3:5])=[CH:4][C:14](=[O:15])[C:13]([F:24])([F:23])[F:12]. The yield is 0.650.